From a dataset of Peptide-MHC class II binding affinity with 134,281 pairs from IEDB. Regression. Given a peptide amino acid sequence and an MHC pseudo amino acid sequence, predict their binding affinity value. This is MHC class II binding data. (1) The peptide sequence is MAFQEMENFLGPIAV. The MHC is DRB4_0103 with pseudo-sequence DRB4_0103. The binding affinity (normalized) is 0.483. (2) The peptide sequence is KAGFVILKTFTPGAE. The MHC is DRB4_0101 with pseudo-sequence DRB4_0103. The binding affinity (normalized) is 0.656. (3) The MHC is DRB1_0301 with pseudo-sequence DRB1_0301. The binding affinity (normalized) is 0.286. The peptide sequence is KAVEAYLVAHPDLYK. (4) The peptide sequence is AAIHEMFVNTLQMSS. The MHC is DRB3_0202 with pseudo-sequence DRB3_0202. The binding affinity (normalized) is 0.832.